From a dataset of Forward reaction prediction with 1.9M reactions from USPTO patents (1976-2016). Predict the product of the given reaction. Given the reactants C[O:2][C:3](=[O:26])[C:4]1[CH:9]=[CH:8][CH:7]=[C:6]([O:10][CH2:11][C:12]2[CH:17]=[CH:16][CH:15]=[CH:14][CH:13]=2)[C:5]=1[O:18][CH2:19][C:20]1[CH:25]=[CH:24][CH:23]=[CH:22][CH:21]=1.CNCCN(C)C, predict the reaction product. The product is: [CH2:11]([O:10][C:6]1[C:5]([O:18][CH2:19][C:20]2[CH:25]=[CH:24][CH:23]=[CH:22][CH:21]=2)=[C:4]([CH:9]=[CH:8][CH:7]=1)[C:3]([OH:26])=[O:2])[C:12]1[CH:13]=[CH:14][CH:15]=[CH:16][CH:17]=1.